This data is from Full USPTO retrosynthesis dataset with 1.9M reactions from patents (1976-2016). The task is: Predict the reactants needed to synthesize the given product. (1) Given the product [CH:1]1([C:4]2[CH:9]=[C:8]([O:10][CH3:11])[C:7]([F:12])=[CH:6][C:5]=2[C:13]2[N:18]=[CH:17][C:16]3[CH:19]=[N:20][NH:21][C:15]=3[CH:14]=2)[CH2:2][CH2:3]1, predict the reactants needed to synthesize it. The reactants are: [CH:1]1([C:4]2[CH:9]=[C:8]([O:10][CH3:11])[C:7]([F:12])=[CH:6][C:5]=2[C:13]2[N:18]=[CH:17][C:16]3[CH:19]=[N:20][N:21](C4CCCCO4)[C:15]=3[CH:14]=2)[CH2:3][CH2:2]1.Cl. (2) Given the product [F:1][C:2]1[C:3]([C:26](=[O:27])[C:25]2[CH:31]=[CH:32][C:22]([F:21])=[CH:23][CH:24]=2)=[C:4]([NH:9][C:10](=[O:15])[C:11]([CH3:12])([CH3:14])[CH3:13])[CH:5]=[CH:6][C:7]=1[F:8], predict the reactants needed to synthesize it. The reactants are: [F:1][C:2]1[CH:3]=[C:4]([NH:9][C:10](=[O:15])[C:11]([CH3:14])([CH3:13])[CH3:12])[CH:5]=[CH:6][C:7]=1[F:8].[Li]CCCC.[F:21][C:22]1[CH:32]=[CH:31][C:25]([C:26](OCC)=[O:27])=[CH:24][CH:23]=1. (3) Given the product [Cl:1][C:2]1[C:3](=[O:33])[N:4]([CH2:19][CH:20]([C:22]2[CH:27]=[CH:26][C:25]([N:28]([CH2:31][CH3:32])[CH2:29][CH3:30])=[CH:24][CH:23]=2)[OH:21])[N:5]=[CH:6][C:7]=1[NH:8][C@@H:9]1[CH2:14][C@@H:13]2[CH2:15][C@@H:11]([C:12]2([CH3:16])[CH3:17])[C@H:10]1[CH3:18], predict the reactants needed to synthesize it. The reactants are: [Cl:1][C:2]1[C:3](=[O:33])[N:4]([CH2:19][C:20]([C:22]2[CH:27]=[CH:26][C:25]([N:28]([CH2:31][CH3:32])[CH2:29][CH3:30])=[CH:24][CH:23]=2)=[O:21])[N:5]=[CH:6][C:7]=1[NH:8][C@@H:9]1[CH2:14][C@@H:13]2[CH2:15][C@@H:11]([C:12]2([CH3:17])[CH3:16])[C@H:10]1[CH3:18].[H-].[Al+3].[Li+].[H-].[H-].[H-].[OH-].[Na+].